This data is from Catalyst prediction with 721,799 reactions and 888 catalyst types from USPTO. The task is: Predict which catalyst facilitates the given reaction. Reactant: C[Si]([N-][Si](C)(C)C)(C)C.[Na+].[Cl-].[CH3:12][O:13][CH2:14][P+](C1C=CC=CC=1)(C1C=CC=CC=1)C1C=CC=CC=1.O=[C:35]1[C:43]2[CH:42]=[CH:41][CH:40]=[C:39]([C:44]#[N:45])[C:38]=2[CH2:37][CH2:36]1.O. Product: [CH3:12][O:13]/[CH:14]=[C:35]1\[CH2:36][CH2:37][C:38]2[C:39]([C:44]#[N:45])=[CH:40][CH:41]=[CH:42][C:43]\1=2. The catalyst class is: 1.